This data is from Full USPTO retrosynthesis dataset with 1.9M reactions from patents (1976-2016). The task is: Predict the reactants needed to synthesize the given product. (1) Given the product [F:34][C:35]1[C:44]([CH2:45][N:49]2[C:50](=[O:57])[C:51]3[C:56](=[CH:55][CH:54]=[CH:53][CH:52]=3)[C:48]2=[O:58])=[C:43]([F:47])[CH:42]=[C:41]2[C:36]=1[CH:37]=[CH:38][CH:39]=[N:40]2, predict the reactants needed to synthesize it. The reactants are: N(/C(OC(C)C)=O)=N\C(OC(C)C)=O.C1(P(C2C=CC=CC=2)C2C=CC=CC=2)C=CC=CC=1.[F:34][C:35]1[C:44]([CH2:45]O)=[C:43]([F:47])[CH:42]=[C:41]2[C:36]=1[CH:37]=[CH:38][CH:39]=[N:40]2.[C:48]1(=[O:58])[C:56]2[C:51](=[CH:52][CH:53]=[CH:54][CH:55]=2)[C:50](=[O:57])[NH:49]1. (2) Given the product [CH3:25][O:24][C:19]1[CH:18]=[C:13]([C:14]([OH:16])([CH2:1][C:2]2[CH:7]=[CH:6][CH:5]=[CH:4][CH:3]=2)[CH2:1][C:2]2[CH:7]=[CH:6][CH:5]=[CH:4][CH:3]=2)[CH:12]=[C:11]([O:10][CH3:9])[C:20]=1[CH:21]([CH3:23])[CH3:22], predict the reactants needed to synthesize it. The reactants are: [CH2:1](Br)[C:2]1[CH:7]=[CH:6][CH:5]=[CH:4][CH:3]=1.[CH3:9][O:10][C:11]1[CH:12]=[C:13]([CH:18]=[C:19]([O:24][CH3:25])[C:20]=1[CH:21]([CH3:23])[CH3:22])[C:14]([O:16]C)=O.O.Cl.